From a dataset of Full USPTO retrosynthesis dataset with 1.9M reactions from patents (1976-2016). Predict the reactants needed to synthesize the given product. (1) The reactants are: [Cl:1][C:2]1[CH:3]=[CH:4][C:5](COC2C=CC(F)=CC=2F)=[C:6]([CH:21]=1)[C:7]([NH:9][C@H:10]([C:12]1[CH:20]=[CH:19][C:15]([C:16]([OH:18])=[O:17])=[CH:14][CH:13]=1)[CH3:11])=[O:8].[F:32][C:33]1[CH:38]=[CH:37][C:36]([CH2:39][CH2:40][OH:41])=[CH:35][CH:34]=1.[CH2:42](P(CCCC)CCCC)CCC.CN(C)C(N=NC(N(C)C)=O)=O. Given the product [Cl:1][C:2]1[CH:3]=[CH:4][C:5]([O:41][CH2:40][CH2:39][C:36]2[CH:37]=[CH:38][C:33]([F:32])=[CH:34][CH:35]=2)=[C:6]([CH:21]=1)[C:7]([NH:9][C@H:10]([C:12]1[CH:13]=[CH:14][C:15]([C:16]([O:18][CH3:42])=[O:17])=[CH:19][CH:20]=1)[CH3:11])=[O:8], predict the reactants needed to synthesize it. (2) Given the product [F:13][C:14]([F:19])([F:18])[CH2:15][CH2:16][O:1][C:2]1[CH:3]=[C:4]2[C:9](=[CH:10][CH:11]=1)[C:8](=[O:12])[CH2:7][CH2:6][CH2:5]2, predict the reactants needed to synthesize it. The reactants are: [OH:1][C:2]1[CH:3]=[C:4]2[C:9](=[CH:10][CH:11]=1)[C:8](=[O:12])[CH2:7][CH2:6][CH2:5]2.[F:13][C:14]([F:19])([F:18])[CH2:15][CH2:16]O.C1(P(C2C=CC=CC=2)C2C=CC=CC=2)C=CC=CC=1.CC(OC(/N=N/C(OC(C)C)=O)=O)C. (3) Given the product [CH2:23]([O:22][C:20](=[O:21])[CH2:19][N:12]1[C:13]2[C:9](=[CH:8][C:7]([O:6][Si:5]([C:1]([CH3:4])([CH3:3])[CH3:2])([CH3:17])[CH3:16])=[CH:15][CH:14]=2)[CH:10]=[CH:11]1)[CH3:24], predict the reactants needed to synthesize it. The reactants are: [C:1]([Si:5]([CH3:17])([CH3:16])[O:6][C:7]1[CH:8]=[C:9]2[C:13](=[CH:14][CH:15]=1)[NH:12][CH:11]=[CH:10]2)([CH3:4])([CH3:3])[CH3:2].Br[CH2:19][C:20]([O:22][CH2:23][CH3:24])=[O:21].C(=O)([O-])[O-].[Cs+].[Cs+]. (4) Given the product [CH3:23][C:15]1([CH3:22])[C:16]2[C:21]3=[C:20]([C:4]4[CH:3]=[C:2]([N:30]([C:31]5[CH:32]=[CH:33][CH:34]=[CH:35][CH:36]=5)[C:24]5[CH:29]=[CH:28][CH:27]=[CH:26][CH:25]=5)[CH:7]=[CH:6][C:5]=4[N:8]3[C:9]3[CH:10]=[CH:11][CH:12]=[CH:13][C:14]1=3)[CH:19]=[CH:18][CH:17]=2, predict the reactants needed to synthesize it. The reactants are: Br[C:2]1[CH:7]=[CH:6][C:5]2[N:8]3[C:21]4[CH:20]=[CH:19][CH:18]=[CH:17][C:16]=4[C:15]([CH3:23])([CH3:22])[C:14]4[C:9]3=[C:10]([CH:11]=[CH:12][CH:13]=4)[C:4]=2[CH:3]=1.[C:24]1([NH:30][C:31]2[CH:36]=[CH:35][CH:34]=[CH:33][CH:32]=2)[CH:29]=[CH:28][CH:27]=[CH:26][CH:25]=1.N#N.P(C(C)(C)C)(C(C)(C)C)C(C)(C)C.CC([O-])(C)C.[Na+]. (5) Given the product [Cl:6][C:7]1[CH:8]=[C:9]([NH:10][C:11]2[C:16]([C:17]#[C:18][C:19]3[CH:20]=[CH:21][CH:22]=[C:23]([CH2:25][NH:43][CH2:42][CH2:41][O:40][CH3:39])[N:24]=3)=[CH:15][N:14]=[CH:13][N:12]=2)[CH:27]=[CH:28][C:29]=1[O:30][CH2:31][C:32]1[CH:37]=[CH:36][CH:35]=[C:34]([F:38])[CH:33]=1, predict the reactants needed to synthesize it. The reactants are: CS(Cl)(=O)=O.[Cl:6][C:7]1[CH:8]=[C:9]([CH:27]=[CH:28][C:29]=1[O:30][CH2:31][C:32]1[CH:37]=[CH:36][CH:35]=[C:34]([F:38])[CH:33]=1)[NH:10][C:11]1[C:16]([C:17]#[C:18][C:19]2[N:24]=[C:23]([CH2:25]O)[CH:22]=[CH:21][CH:20]=2)=[CH:15][N:14]=[CH:13][N:12]=1.[CH3:39][O:40][CH2:41][CH2:42][NH2:43].O. (6) Given the product [NH2:30][C:27]1[CH:26]=[CH:25][C:24]([O:23][C:21]2[CH:20]=[CH:19][N:18]=[C:17]([NH:16][C:14]([N:11]3[CH2:12][CH2:13][CH:8]([N:5]4[CH2:4][CH2:3][CH:2]([OH:1])[CH2:7][CH2:6]4)[CH2:9][CH2:10]3)=[O:15])[CH:22]=2)=[CH:29][CH:28]=1, predict the reactants needed to synthesize it. The reactants are: [OH:1][CH:2]1[CH2:7][CH2:6][N:5]([CH:8]2[CH2:13][CH2:12][N:11]([C:14]([NH:16][C:17]3[CH:22]=[C:21]([O:23][C:24]4[CH:29]=[CH:28][C:27]([N+:30]([O-])=O)=[CH:26][CH:25]=4)[CH:20]=[CH:19][N:18]=3)=[O:15])[CH2:10][CH2:9]2)[CH2:4][CH2:3]1. (7) Given the product [CH3:9][O:8][C:1](=[O:7])[CH2:2][CH2:3][C:4]([O:6][CH2:14][O:13][C:10](=[O:12])[CH3:11])=[O:5], predict the reactants needed to synthesize it. The reactants are: [C:1]([O:8][CH3:9])(=[O:7])[CH2:2][CH2:3][C:4]([O-:6])=[O:5].[C:10]([O:13][CH2:14]Br)(=[O:12])[CH3:11].C(N(C(C)C)CC)(C)C.